This data is from Forward reaction prediction with 1.9M reactions from USPTO patents (1976-2016). The task is: Predict the product of the given reaction. (1) Given the reactants [CH3:1][C:2]([CH3:25])([CH3:24])[C@@H:3]([N:5]1[CH2:10][CH2:9][C@:8]([CH2:18][CH2:19][C:20](O)=[O:21])([C:11]2[CH:16]=[CH:15][C:14]([F:17])=[CH:13][CH:12]=2)[O:7][C:6]1=[O:23])[CH3:4].CC[N:28]=C=NCCCN(C)C.C1C=CC2N(O)N=NC=2C=1.CCN(C(C)C)C(C)C, predict the reaction product. The product is: [CH3:1][C:2]([CH3:25])([CH3:24])[C@@H:3]([N:5]1[CH2:10][CH2:9][C@:8]([CH2:18][CH2:19][C:20]([NH2:28])=[O:21])([C:11]2[CH:16]=[CH:15][C:14]([F:17])=[CH:13][CH:12]=2)[O:7][C:6]1=[O:23])[CH3:4]. (2) Given the reactants CO[CH:3]1[N:7]([C:8]([O:10][CH3:11])=[O:9])[C@H:6]([C:12]([O:14][CH3:15])=[O:13])[CH2:5][CH2:4]1.C[Si]([C:20]#[C:21][CH3:22])(C)C.[Sn](Cl)(Cl)(Cl)Cl.[Cl-].[Al+3].[Cl-].[Cl-], predict the reaction product. The product is: [CH:20]([C@@H:3]1[N:7]([C:8]([O:10][CH3:11])=[O:9])[C@H:6]([C:12]([O:14][CH3:15])=[O:13])[CH2:5][CH2:4]1)=[CH:21][CH3:22]. (3) Given the reactants FC1C=CC(N2[C:11](=[O:12])[C@H:10]([S:13][CH2:14][C:15]([C:17]3[CH:22]=[CH:21][C:20]([F:23])=[CH:19][CH:18]=3)=[O:16])[C@H:9]2[C:24]2[CH:44]=[CH:43][C:27]([O:28][CH2:29][C:30]([NH:32][C@H:33]([C:37]3[CH:42]=[CH:41][CH:40]=[CH:39][CH:38]=3)[C:34](O)=[O:35])=[O:31])=[CH:26][CH:25]=2)=CC=1.Cl.[NH2:46][C@H:47]([C:49]([O:51]C(C)(C)C)=[O:50])[CH3:48].CN(C(ON1N=[N:71][C:66]2[CH:67]=[CH:68][CH:69]=[CH:70][C:65]1=2)=[N+](C)C)C.[B-](F)(F)(F)[F:74].[BH4-].[Na+], predict the reaction product. The product is: [F:74][C:69]1[CH:70]=[CH:65][C:66]([N:71]2[C:11](=[O:12])[C@H:10]([S:13][CH2:14][CH:15]([C:17]3[CH:22]=[CH:21][C:20]([F:23])=[CH:19][CH:18]=3)[OH:16])[C@H:9]2[C:24]2[CH:44]=[CH:43][C:27]([O:28][CH2:29][C:30]([NH:32][C@H:33]([C:37]3[CH:42]=[CH:41][CH:40]=[CH:39][CH:38]=3)[C:34]([NH:46][C@H:47]([C:49]([OH:51])=[O:50])[CH3:48])=[O:35])=[O:31])=[CH:26][CH:25]=2)=[CH:67][CH:68]=1. (4) Given the reactants [NH2:1][C@@H:2]1[CH2:7][CH2:6][C@H:5]([NH:8][C:9]([C:11]2[C:15]3=[N:16][CH:17]=[CH:18][C:19]([C:20]4[CH:25]=[CH:24][C:23]([F:26])=[CH:22][C:21]=4[O:27][CH2:28][CH:29]4[CH2:31][CH2:30]4)=[C:14]3[NH:13][C:12]=2[CH3:32])=[O:10])[CH2:4][CH2:3]1.[CH3:33][O:34][CH2:35][C:36](Cl)=[O:37], predict the reaction product. The product is: [CH:29]1([CH2:28][O:27][C:21]2[CH:22]=[C:23]([F:26])[CH:24]=[CH:25][C:20]=2[C:19]2[CH:18]=[CH:17][N:16]=[C:15]3[C:11]([C:9]([NH:8][C@H:5]4[CH2:6][CH2:7][C@@H:2]([NH:1][C:36](=[O:37])[CH2:35][O:34][CH3:33])[CH2:3][CH2:4]4)=[O:10])=[C:12]([CH3:32])[NH:13][C:14]=23)[CH2:30][CH2:31]1. (5) Given the reactants [CH3:1][N:2]=[C:3]=[O:4].[CH2:5]([N:12]1[CH2:17][CH2:16][CH:15]([OH:18])[CH2:14][CH2:13]1)[C:6]1[CH:11]=[CH:10][CH:9]=[CH:8][CH:7]=1, predict the reaction product. The product is: [CH3:1][NH:2][C:3](=[O:4])[O:18][CH:15]1[CH2:16][CH2:17][N:12]([CH2:5][C:6]2[CH:7]=[CH:8][CH:9]=[CH:10][CH:11]=2)[CH2:13][CH2:14]1. (6) Given the reactants C([O:3][C:4](=[O:32])[C:5](=[C:17]1[C:23]2[CH:24]=[CH:25][CH:26]=[CH:27][C:22]=2[CH2:21][CH2:20][C:19]2[CH:28]=[CH:29][CH:30]=[CH:31][C:18]1=2)[C:6]1[CH:11]=[CH:10][CH:9]=[C:8]([NH:12][S:13]([CH3:16])(=[O:15])=[O:14])[CH:7]=1)C.[OH-].[Na+], predict the reaction product. The product is: [CH:27]1[C:22]2[CH2:21][CH2:20][C:19]3[CH:28]=[CH:29][CH:30]=[CH:31][C:18]=3[C:17](=[C:5]([C:6]3[CH:11]=[CH:10][CH:9]=[C:8]([NH:12][S:13]([CH3:16])(=[O:15])=[O:14])[CH:7]=3)[C:4]([OH:32])=[O:3])[C:23]=2[CH:24]=[CH:25][CH:26]=1. (7) The product is: [CH2:17]([O:19][C:20](=[O:35])[CH2:21][O:22][CH2:23]/[CH:24]=[CH:25]\[CH2:26][N:27]1[C@@H:28](/[CH:33]=[CH:5]/[C:4](=[O:3])[CH2:12][CH2:13][CH2:14][CH2:15][CH3:16])[CH2:29][CH2:30][C:31]1=[O:32])[CH3:18]. Given the reactants [H-].[Na+].[O:3]=[C:4]([CH2:12][CH2:13][CH2:14][CH2:15][CH3:16])[CH2:5]P(=O)(OC)OC.[CH2:17]([O:19][C:20](=[O:35])[CH2:21][O:22][CH2:23]/[CH:24]=[CH:25]\[CH2:26][N:27]1[C:31](=[O:32])[CH2:30][CH2:29][C@@H:28]1[CH:33]=O)[CH3:18], predict the reaction product. (8) The product is: [CH3:20][C:15]1[C:14]([C:8]2[C:9]([O:12][CH3:13])=[CH:10][C:11]3[C:2]4[N:24]([CH2:29][C:28]5[N:27]=[CH:26][CH:25]=[CH:30][N:31]=5)[C:32](=[O:35])[NH:45][C:3]=4[CH:4]=[N:5][C:6]=3[CH:7]=2)=[C:18]([CH3:19])[O:17][N:16]=1. Given the reactants Cl[C:2]1[C:11]2[C:6](=[CH:7][C:8]([C:14]3[C:15]([CH3:20])=[N:16][O:17][C:18]=3[CH3:19])=[C:9]([O:12][CH3:13])[CH:10]=2)[N:5]=[CH:4][C:3]=1C(N)=O.[N:24]1[CH:29]=[CH:28][N:27]=[CH:26][C:25]=1[CH2:30][NH2:31].[C:32](=[O:35])([O-])O.[Na+].C1C=CC=CC=1.C(#[N:45])C, predict the reaction product. (9) Given the reactants CC([N:5]([CH:9]([C:11]1[CH:16]=[CH:15][C:14](Br)=[CH:13][CH:12]=1)[CH3:10])[C:6](=[O:8])[O-:7])(C)C.[C:26](O[C:26]([O:28][C:29]([CH3:32])([CH3:31])[CH3:30])=[O:27])([O:28][C:29]([CH3:32])([CH3:31])[CH3:30])=[O:27].[CH3:33][CH2:34][CH2:35][CH2:36][CH2:37][CH3:38], predict the reaction product. The product is: [C:14]1([C:35]2[CH:34]=[CH:33][CH:38]=[CH:37][CH:36]=2)[CH:13]=[CH:12][C:11]([CH:9]([N:5]([C:26]([O:28][C:29]([CH3:30])([CH3:31])[CH3:32])=[O:27])[C:6]([O:7][C:11]([CH3:16])([CH3:12])[CH3:9])=[O:8])[CH3:10])=[CH:16][CH:15]=1. (10) Given the reactants [C:1]([C:3]1[CH:8]=[CH:7][C:6]([N:9]2[C:13]([I:14])=[CH:12][C:11]([C:15]3[CH:24]=[CH:23][C:18]([C:19]([O:21][CH3:22])=[O:20])=[CH:17][CH:16]=3)=[N:10]2)=[CH:5][CH:4]=1)#[N:2].S(=O)(=O)(O)[OH:26], predict the reaction product. The product is: [C:1]([C:3]1[CH:4]=[CH:5][C:6]([N:9]2[C:13]([I:14])=[CH:12][C:11]([C:15]3[CH:24]=[CH:23][C:18]([C:19]([O:21][CH3:22])=[O:20])=[CH:17][CH:16]=3)=[N:10]2)=[CH:7][CH:8]=1)(=[O:26])[NH2:2].